The task is: Predict the reactants needed to synthesize the given product.. This data is from Full USPTO retrosynthesis dataset with 1.9M reactions from patents (1976-2016). (1) Given the product [CH2:12]([NH:14][C:15](=[S:16])[NH:1][C:2]1[CH:3]=[CH:4][C:5]([C:6]([O:8][CH3:9])=[O:7])=[CH:10][CH:11]=1)[CH3:13], predict the reactants needed to synthesize it. The reactants are: [NH2:1][C:2]1[CH:11]=[CH:10][C:5]([C:6]([O:8][CH3:9])=[O:7])=[CH:4][CH:3]=1.[CH2:12]([N:14]=[C:15]=[S:16])[CH3:13].O. (2) Given the product [CH2:32]([N:29]([CH2:30][CH3:31])[C:27]([C:26]1[CH:25]=[CH:24][C:23]([CH2:22][N:5]2[C:6]3[CH2:11][CH2:10][N:9]([C:12]([O:14][C:15]([CH3:16])([CH3:17])[CH3:18])=[O:13])[CH2:8][C:7]=3[C:3]([C:2]([F:1])([F:19])[F:20])=[N:4]2)=[CH:35][CH:34]=1)=[O:28])[CH3:33], predict the reactants needed to synthesize it. The reactants are: [F:1][C:2]([F:20])([F:19])[C:3]1[C:7]2[CH2:8][N:9]([C:12]([O:14][C:15]([CH3:18])([CH3:17])[CH3:16])=[O:13])[CH2:10][CH2:11][C:6]=2[NH:5][N:4]=1.Br[CH2:22][C:23]1[CH:35]=[CH:34][C:26]([C:27]([N:29]([CH2:32][CH3:33])[CH2:30][CH3:31])=[O:28])=[CH:25][CH:24]=1.C(=O)([O-])[O-].[K+].[K+].CN(C=O)C.